Dataset: Forward reaction prediction with 1.9M reactions from USPTO patents (1976-2016). Task: Predict the product of the given reaction. (1) The product is: [CH3:14][C:12]1[CH:11]=[C:10]([C:15]2[CH:20]=[CH:19][C:18]([C:21]([F:24])([F:23])[F:22])=[CH:17][CH:16]=2)[N:9]=[C:8]([C:6]2[CH:5]=[CH:4][N:3]=[C:2]([C:32]3[CH:31]=[CH:30][CH:29]=[C:28]([N+:25]([O-:27])=[O:26])[CH:33]=3)[CH:7]=2)[CH:13]=1. Given the reactants Cl[C:2]1[CH:7]=[C:6]([C:8]2[CH:13]=[C:12]([CH3:14])[CH:11]=[C:10]([C:15]3[CH:20]=[CH:19][C:18]([C:21]([F:24])([F:23])[F:22])=[CH:17][CH:16]=3)[N:9]=2)[CH:5]=[CH:4][N:3]=1.[N+:25]([C:28]1[CH:29]=[C:30](B(O)O)[CH:31]=[CH:32][CH:33]=1)([O-:27])=[O:26], predict the reaction product. (2) Given the reactants C[O:2][C:3]([C:5]1[CH:10]=[CH:9][C:8](=[O:11])[NH:7][C:6]=1[NH:12][C:13]1[CH:18]=[CH:17][C:16]([Br:19])=[CH:15][C:14]=1[F:20])=[O:4].COC(=O)C1C=CC(OC)=NC=1NC1C=CC(Br)=CC=1F.C(O)(=O)C.Br, predict the reaction product. The product is: [Br:19][C:16]1[CH:17]=[CH:18][C:13]([NH:12][C:6]2[NH:7][C:8](=[O:11])[CH:9]=[CH:10][C:5]=2[C:3]([OH:4])=[O:2])=[C:14]([F:20])[CH:15]=1. (3) The product is: [OH:23][C@H:22]1[C@H:1]([O:6][CH3:5])[CH2:2][N:3]([C:7]([O:9][CH2:10][C:11]2[CH:16]=[CH:15][CH:14]=[CH:13][CH:12]=2)=[O:8])[CH2:4]1. Given the reactants [CH:1]12[O:6][CH:5]1[CH2:4][N:3]([C:7]([O:9][CH2:10][C:11]1[CH:16]=[CH:15][CH:14]=[CH:13][CH:12]=1)=[O:8])[CH2:2]2.S(=O)(=O)(O)O.[CH3:22][OH:23], predict the reaction product. (4) The product is: [CH3:19][N:2]([CH3:1])[CH2:3][CH2:4][C:5]1[CH2:13][C:12]2[C:7](=[CH:8][CH:9]=[CH:10][CH:11]=2)[C:6]=1[CH:14]([CH3:18])[C:15]([NH:50][CH2:51][CH:52]([OH:53])[C:54]1[CH:59]=[CH:58][CH:57]=[CH:56][CH:55]=1)=[O:17]. Given the reactants [CH3:1][N:2]([CH3:19])[CH2:3][CH2:4][C:5]1[CH2:13][C:12]2[C:7](=[CH:8][CH:9]=[CH:10][CH:11]=2)[C:6]=1[CH:14]([CH3:18])[C:15]([OH:17])=O.C1C=CC2N(O)N=NC=2C=1.CCN=C=NCCCN(C)C.CCN(C(C)C)C(C)C.[NH2:50][CH2:51][CH:52]([C:54]1[CH:59]=[CH:58][CH:57]=[CH:56][CH:55]=1)[OH:53], predict the reaction product. (5) Given the reactants [Cl:1][C:2]1[CH:7]=[CH:6][C:5]([C:8]([C:11]2[N:15]([C:16]3[CH:21]=[CH:20][C:19]([F:22])=[CH:18][CH:17]=3)[C:14]([SH:23])=[N:13][CH:12]=2)([CH3:10])[CH3:9])=[CH:4][C:3]=1[O:24][CH3:25].Br[CH2:27][C:28]1[C:33]([F:34])=[CH:32][C:31]([S:35]([NH2:38])(=[O:37])=[O:36])=[CH:30][C:29]=1[F:39].C([O-])([O-])=O.[K+].[K+], predict the reaction product. The product is: [Cl:1][C:2]1[CH:7]=[CH:6][C:5]([C:8]([C:11]2[N:15]([C:16]3[CH:21]=[CH:20][C:19]([F:22])=[CH:18][CH:17]=3)[C:14]([S:23][CH2:27][C:28]3[C:33]([F:34])=[CH:32][C:31]([S:35]([NH2:38])(=[O:36])=[O:37])=[CH:30][C:29]=3[F:39])=[N:13][CH:12]=2)([CH3:10])[CH3:9])=[CH:4][C:3]=1[O:24][CH3:25]. (6) Given the reactants [Cl:1][C:2]1[CH:3]=[N:4][C:5]2[CH:6]([O:11]C(=O)C)[CH2:7][CH2:8][C:9]=2[CH:10]=1.[OH-].[Na+].CCCCCCC.C(OCC)(=O)C, predict the reaction product. The product is: [Cl:1][C:2]1[CH:3]=[N:4][C:5]2[CH:6]([OH:11])[CH2:7][CH2:8][C:9]=2[CH:10]=1. (7) Given the reactants [N+:1]([C:4]1[CH:5]=[C:6]2[N:12]=[C:11]([CH2:13][OH:14])[NH:10][C:7]2=[N:8][CH:9]=1)([O-])=O.[NH4+].[OH-], predict the reaction product. The product is: [NH2:1][C:4]1[CH:5]=[C:6]2[N:12]=[C:11]([CH2:13][OH:14])[NH:10][C:7]2=[N:8][CH:9]=1. (8) Given the reactants [O:1]1[C:5]2[CH:6]=[CH:7][CH:8]=[CH:9][C:4]=2[CH:3]=[C:2]1[C:10]([NH:12][C@@H:13]([CH2:29][CH2:30][CH2:31][NH:32][C:33]([O:35][CH2:36][C:37]1[CH:42]=[CH:41][CH:40]=[CH:39][CH:38]=1)=[O:34])[C:14]([NH:16][C:17]1[CH:28]=[CH:27][CH:26]=[CH:25][C:18]=1[O:19][CH2:20][C:21]([O:23]C)=[O:22])=[O:15])=[O:11].[OH-].[Na+:44], predict the reaction product. The product is: [O:1]1[C:5]2[CH:6]=[CH:7][CH:8]=[CH:9][C:4]=2[CH:3]=[C:2]1[C:10]([NH:12][C@@H:13]([CH2:29][CH2:30][CH2:31][NH:32][C:33]([O:35][CH2:36][C:37]1[CH:38]=[CH:39][CH:40]=[CH:41][CH:42]=1)=[O:34])[C:14]([NH:16][C:17]1[CH:28]=[CH:27][CH:26]=[CH:25][C:18]=1[O:19][CH2:20][C:21]([O-:23])=[O:22])=[O:15])=[O:11].[Na+:44]. (9) The product is: [N+:3]([C:6]1[CH:7]=[CH:8][C:9]([NH:12][C:13](=[O:21])[CH:14]([C:15]2[CH:20]=[CH:19][CH:18]=[CH:17][N:16]=2)[CH3:24])=[CH:10][CH:11]=1)([O-:5])=[O:4]. Given the reactants [H-].[Na+].[N+:3]([C:6]1[CH:11]=[CH:10][C:9]([NH:12][C:13](=[O:21])[CH2:14][C:15]2[CH:20]=[CH:19][CH:18]=[CH:17][N:16]=2)=[CH:8][CH:7]=1)([O-:5])=[O:4].CI.[C:24](OCC)(=O)C, predict the reaction product. (10) Given the reactants [F:1][C:2]1[CH:7]=[CH:6][CH:5]=[CH:4][C:3]=1[C:8]1[C:20]2[C:19]3[C:14](=[CH:15][C:16]([CH3:28])=[C:17]([O:21][C:22]4[CH:23]=[N:24][CH:25]=[N:26][CH:27]=4)[CH:18]=3)[NH:13][C:12]=2[C:11]([C:29]([O:31]CC)=[O:30])=[N:10][CH:9]=1.[OH-].[Na+], predict the reaction product. The product is: [F:1][C:2]1[CH:7]=[CH:6][CH:5]=[CH:4][C:3]=1[C:8]1[C:20]2[C:19]3[C:14](=[CH:15][C:16]([CH3:28])=[C:17]([O:21][C:22]4[CH:27]=[N:26][CH:25]=[N:24][CH:23]=4)[CH:18]=3)[NH:13][C:12]=2[C:11]([C:29]([OH:31])=[O:30])=[N:10][CH:9]=1.